This data is from Forward reaction prediction with 1.9M reactions from USPTO patents (1976-2016). The task is: Predict the product of the given reaction. Given the reactants [O:1]1CCCO[CH:2]1[C:7]1[CH:12]=[CH:11][C:10]([C:13]2[S:14][C:15]3[C:20]([N:21]=2)=[CH:19][CH:18]=[C:17]([C:22]2([C:28]4[CH:33]=[CH:32][CH:31]=[CH:30][CH:29]=4)[CH2:27][CH2:26][CH2:25][CH2:24][CH2:23]2)[N:16]=3)=[C:9]([F:34])[CH:8]=1.[OH-].[Na+], predict the reaction product. The product is: [F:34][C:9]1[CH:8]=[C:7]([CH:12]=[CH:11][C:10]=1[C:13]1[S:14][C:15]2[C:20]([N:21]=1)=[CH:19][CH:18]=[C:17]([C:22]1([C:28]3[CH:29]=[CH:30][CH:31]=[CH:32][CH:33]=3)[CH2:23][CH2:24][CH2:25][CH2:26][CH2:27]1)[N:16]=2)[CH:2]=[O:1].